From a dataset of Human liver microsome stability data. Regression/Classification. Given a drug SMILES string, predict its absorption, distribution, metabolism, or excretion properties. Task type varies by dataset: regression for continuous measurements (e.g., permeability, clearance, half-life) or binary classification for categorical outcomes (e.g., BBB penetration, CYP inhibition). Dataset: hlm. (1) The compound is C=C(C)[C@@H]1CC[C@]2(C(=O)NCCCCCCCCC(=O)N[C@@H](CCC(N)=O)C(=O)OCc3ccccc3)CC[C@]3(C)[C@H](CC[C@@H]4[C@@]5(C)CC[C@H](O)C(C)(C)[C@@H]5CC[C@]43C)[C@@H]12. The result is 0 (unstable in human liver microsomes). (2) The result is 1 (stable in human liver microsomes). The compound is O=C(CSc1nnnn1-c1cccc2ccccc12)Nc1ccccc1Cl. (3) The drug is CCON=C(NC1=NC(=O)C(=O)N1C(C)C)Nc1ccc(Cl)c(Cl)c1. The result is 0 (unstable in human liver microsomes). (4) The drug is CCNCCNc1cc(-c2ccc(C(F)(F)F)cc2)c(C#N)c2nc3ccccc3n12. The result is 0 (unstable in human liver microsomes). (5) The molecule is CN1CCN(C(=O)c2ccc(-c3cnc(N)c(-c4ccc(C(F)(F)F)cc4)c3)cc2)CC1. The result is 0 (unstable in human liver microsomes). (6) The molecule is O=C1CN(Cc2ccc(-c3ccc(F)c(CN4CCCCC4)n3)cc2)C(=O)N1CC1CC1. The result is 1 (stable in human liver microsomes). (7) The drug is Oc1c(CN2CCCC2)cc(Cn2ccc3cc(F)ccc32)c2cccnc12. The result is 0 (unstable in human liver microsomes).